From a dataset of Forward reaction prediction with 1.9M reactions from USPTO patents (1976-2016). Predict the product of the given reaction. (1) Given the reactants [NH2:1][C:2]([NH:4][C:5]1[C:6]([C:24]([NH2:26])=[O:25])=[N:7][N:8]([C:10]2[CH:15]=[CH:14][C:13]([C:16]3[CH:21]=[CH:20][C:19]([C:22]#[N:23])=[CH:18][CH:17]=3)=[CH:12][CH:11]=2)[CH:9]=1)=[O:3].[N-:27]=[N+:28]=[N-:29].[Na+].[NH4+].[Cl-], predict the reaction product. The product is: [NH2:1][C:2]([NH:4][C:5]1[C:6]([C:24]([NH2:26])=[O:25])=[N:7][N:8]([C:10]2[CH:11]=[CH:12][C:13]([C:16]3[CH:21]=[CH:20][C:19]([C:22]4[NH:29][N:28]=[N:27][N:23]=4)=[CH:18][CH:17]=3)=[CH:14][CH:15]=2)[CH:9]=1)=[O:3]. (2) Given the reactants Br[C:2]1[C:10]2[S:9][C:8]([C:11]([F:14])([F:13])[F:12])=[N:7][C:6]=2[C:5]([O:15][CH3:16])=[CH:4][CH:3]=1.C(C(CCCC)C([O-])=O)C.[K+].[Cl:28][C:29]1[N:30]=[N:31][C:32](Cl)=[CH:33][CH:34]=1.C(=O)([O-])[O-].[Na+].[Na+], predict the reaction product. The product is: [Cl:28][C:29]1[N:30]=[N:31][C:32]([C:2]2[C:10]3[S:9][C:8]([C:11]([F:14])([F:13])[F:12])=[N:7][C:6]=3[C:5]([O:15][CH3:16])=[CH:4][CH:3]=2)=[CH:33][CH:34]=1.